From a dataset of Reaction yield outcomes from USPTO patents with 853,638 reactions. Predict the reaction yield, written as a fraction of the theoretical maximum amount of product (1.0 means a 100% yield; for example, 0.34 means a 34% yield). The reactants are I[C:2]1[CH:7]=[CH:6][C:5]([C:8]([F:11])([F:10])[F:9])=[CH:4][CH:3]=1.[Li]CCCC.[C:17]([CH:25]1[CH2:30][CH2:29][N:28]([C:31]([O:33][C:34]([CH3:37])([CH3:36])[CH3:35])=[O:32])[CH2:27][CH2:26]1)(=[O:24])[C:18]1[CH:23]=[CH:22][CH:21]=[CH:20][CH:19]=1. The catalyst is C1COCC1. The product is [OH:24][C:17]([C:18]1[CH:19]=[CH:20][CH:21]=[CH:22][CH:23]=1)([C:2]1[CH:7]=[CH:6][C:5]([C:8]([F:11])([F:10])[F:9])=[CH:4][CH:3]=1)[CH:25]1[CH2:30][CH2:29][N:28]([C:31]([O:33][C:34]([CH3:36])([CH3:37])[CH3:35])=[O:32])[CH2:27][CH2:26]1. The yield is 0.660.